This data is from Drug-target binding data from BindingDB patent sources. The task is: Regression. Given a target protein amino acid sequence and a drug SMILES string, predict the binding affinity score between them. We predict pAffinity (pAffinity = -log10(affinity in M)). Dataset: bindingdb_patent. (1) The compound is Clc1ccc(cc1)C1=Nn2c(SC1)nnc2-c1[nH]nc2CCCc12. The target protein (P42224) has sequence MSQWYELQQLDSKFLEQVHQLYDDSFPMEIRQYLAQWLEKQDWEHAANDVSFATIRFHDLLSQLDDQYSRFSLENNFLLQHNIRKSKRNLQDNFQEDPIQMSMIIYSCLKEERKILENAQRFNQAQSGNIQSTVMLDKQKELDSKVRNVKDKVMCIEHEIKSLEDLQDEYDFKCKTLQNREHETNGVAKSDQKQEQLLLKKMYLMLDNKRKEVVHKIIELLNVTELTQNALINDELVEWKRRQQSACIGGPPNACLDQLQNWFTIVAESLQQVRQQLKKLEELEQKYTYEHDPITKNKQVLWDRTFSLFQQLIQSSFVVERQPCMPTHPQRPLVLKTGVQFTVKLRLLVKLQELNYNLKVKVLFDKDVNERNTVKGFRKFNILGTHTKVMNMEESTNGSLAAEFRHLQLKEQKNAGTRTNEGPLIVTEELHSLSFETQLCQPGLVIDLETTSLPVVVISNVSQLPSGWASILWYNMLVAEPRNLSFFLTPPCARWAQLSE.... The pAffinity is 4.3. (2) The target protein (P43405) has sequence MASSGMADSANHLPFFFGNITREEAEDYLVQGGMSDGLYLLRQSRNYLGGFALSVAHGRKAHHYTIERELNGTYAIAGGRTHASPADLCHYHSQESDGLVCLLKKPFNRPQGVQPKTGPFEDLKENLIREYVKQTWNLQGQALEQAIISQKPQLEKLIATTAHEKMPWFHGKISREESEQIVLIGSKTNGKFLIRARDNNGSYALCLLHEGKVLHYRIDKDKTGKLSIPEGKKFDTLWQLVEHYSYKADGLLRVLTVPCQKIGTQGNVNFGGRPQLPGSHPATWSAGGIISRIKSYSFPKPGHRKSSPAQGNRQESTVSFNPYEPELAPWAADKGPQREALPMDTEVYESPYADPEEIRPKEVYLDRKLLTLEDKELGSGNFGTVKKGYYQMKKVVKTVAVKILKNEANDPALKDELLAEANVMQQLDNPYIVRMIGICEAESWMLVMEMAELGPLNKYLQQNRHVKDKNIIELVHQVSMGMKYLEESNFVHRDLAARNV.... The pAffinity is 8.2. The compound is CC(C)[C@H](CN)Nc1ncc(C(N)=O)c(Nc2cccc(c2)-c2ncccn2)n1. (3) The compound is CN1C[C@@H](c2cccc(c2)S(=O)(=O)NCCOCCOCCOCCNC(=O)CN(CCN(CC(=O)NCCOCCOCCOCCNS(=O)(=O)c2cccc(c2)[C@@H]2CN(C)Cc3c(Cl)cc(Cl)cc23)CC(=O)NCCOCCOCCOCCNS(=O)(=O)c2cccc(c2)[C@@H]2CN(C)Cc3c(Cl)cc(Cl)cc23)CCN(CC(=O)NCCOCCOCCOCCNS(=O)(=O)c2cccc(c2)[C@@H]2CN(C)Cc3c(Cl)cc(Cl)cc23)CC(=O)NCCOCCOCCOCCNS(=O)(=O)c2cccc(c2)[C@@H]2CN(C)Cc3c(Cl)cc(Cl)cc23)c2cc(Cl)cc(Cl)c2C1. The target protein (P48764) has sequence MWGLGARGPDRGLLLALALGGLARAGGVEVEPGGAHGESGGFQVVTFEWAHVQDPYVIALWILVASLAKIGFHLSHKVTSVVPESALLIVLGLVLGGIVWAADHIASFTLTPTVFFFYLLPPIVLDAGYFMPNRLFFGNLGTILLYAVVGTVWNAATTGLSLYGVFLSGLMGDLQIGLLDFLLFGSLMAAVDPVAVLAVFEEVHVNEVLFIIVFGESLLNDAVTVVLYNVFESFVALGGDNVTGVDCVKGIVSFFVVSLGGTLVGVVFAFLLSLVTRFTKHVRIIEPGFVFIISYLSYLTSEMLSLSAILAITFCGICCQKYVKANISEQSATTVRYTMKMLASSAETIIFMFLGISAVNPFIWTWNTAFVLLTLVFISVYRAIGVVLQTWLLNRYRMVQLEPIDQVVLSYGGLRGAVAFALVVLLDGDKVKEKNLFVSTTIIVVFFTVIFQGLTIKPLVQWLKVKRSEHREPRLNEKLHGRAFDHILSAIEDISGQIGH.... The pAffinity is 6.9. (4) The small molecule is CC(O)c1cncc(C2COc3c(O2)cccc3C(N)=O)c1C. The target protein (P15538) has sequence MALRAKAEVCMAVPWLSLQRAQALGTRAARVPRTVLPFEAMPRRPGNRWLRLLQIWREQGYEDLHLEVHQTFQELGPIFRYDLGGAGMVCVMLPEDVEKLQQVDSLHPHRMSLEPWVAYRQHRGHKCGVFLLNGPEWRFNRLRLNPEVLSPNAVQRFLPMVDAVARDFSQALKKKVLQNARGSLTLDVQPSIFHYTIEASNLALFGERLGLVGHSPSSASLNFLHALEVMFKSTVQLMFMPRSLSRWTSPKVWKEHFEAWDCIFQYGDNCIQKIYQELAFSRPQQYTSIVAELLLNAELSPDAIKANSMELTAGSVDTTVFPLLMTLFELARNPNVQQALRQESLAAAASISEHPQKATTELPLLRAALKETLRLYPVGLFLERVASSDLVLQNYHIPAGTLVRVFLYSLGRNPALFPRPERYNPQRWLDIRGSGRNFYHVPFGFGMRQCLGRRLAEAEMLLLLHHVLKHLQVETLTQEDIKMVYSFILRPSMFPLLTFR.... The pAffinity is 5.3. (5) The compound is CNC(=O)c1n[nH]c2cc(nc(NCc3cc(O)ccc3N(C)S(C)(=O)=O)c12)-c1cc(F)c(O)cc1CC(F)(F)F. The target protein (O60674) has sequence MGMACLTMTEMEGTSTSSIYQNGDISGNANSMKQIDPVLQVYLYHSLGKSEADYLTFPSGEYVAEEICIAASKACGITPVYHNMFALMSETERIWYPPNHVFHIDESTRHNVLYRIRFYFPRWYCSGSNRAYRHGISRGAEAPLLDDFVMSYLFAQWRHDFVHGWIKVPVTHETQEECLGMAVLDMMRIAKENDQTPLAIYNSISYKTFLPKCIRAKIQDYHILTRKRIRYRFRRFIQQFSQCKATARNLKLKYLINLETLQSAFYTEKFEVKEPGSGPSGEEIFATIIITGNGGIQWSRGKHKESETLTEQDLQLYCDFPNIIDVSIKQANQEGSNESRVVTIHKQDGKNLEIELSSLREALSFVSLIDGYYRLTADAHHYLCKEVAPPAVLENIQSNCHGPISMDFAISKLKKAGNQTGLYVLRCSPKDFNKYFLTFAVERENVIEYKHCLITKNENEEYNLSGTKKNFSSLKDLLNCYQMETVRSDNIIFQFTKCCP.... The pAffinity is 8.0. (6) The compound is Cc1ccc(NC(=O)c2cc(c(cc2C(O)=O)C(F)(F)F)C(F)(F)F)nc1C. The target protein (Q99523) has sequence MERPWGAADGLSRWPHGLGLLLLLQLLPPSTLSQDRLDAPPPPAAPLPRWSGPIGVSWGLRAAAAGGAFPRGGRWRRSAPGEDEECGRVRDFVAKLANNTHQHVFDDLRGSVSLSWVGDSTGVILVLTTFHVPLVIMTFGQSKLYRSEDYGKNFKDITDLINNTFIRTEFGMAIGPENSGKVVLTAEVSGGSRGGRIFRSSDFAKNFVQTDLPFHPLTQMMYSPQNSDYLLALSTENGLWVSKNFGGKWEEIHKAVCLAKWGSDNTIFFTTYANGSCKADLGALELWRTSDLGKSFKTIGVKIYSFGLGGRFLFASVMADKDTTRRIHVSTDQGDTWSMAQLPSVGQEQFYSILAANDDMVFMHVDEPGDTGFGTIFTSDDRGIVYSKSLDRHLYTTTGGETDFTNVTSLRGVYITSVLSEDNSIQTMITFDQGGRWTHLRKPENSECDATAKNKNECSLHIHASYSISQKLNVPMAPLSEPNAVGIVIAHGSVGDAISV.... The pAffinity is 6.2. (7) The compound is OC1c2c(ccc(Oc3cccc4sccc34)c2C(F)F)S(=O)(=O)C1(F)F. The target protein (P15692) has sequence MNFLLSWVHWSLALLLYLHHAKWSQAAPMAEGGGQNHHEVVKFMDVYQRSYCHPIETLVDIFQEYPDEIEYIFKPSCVPLMRCGGCCNDEGLECVPTEESNITMQIMRIKPHQGQHIGEMSFLQHNKCECRPKKDRARQEKKSVRGKGKGQKRKRKKSRYKSWSVYVGARCCLMPWSLPGPHPCGPCSERRKHLFVQDPQTCKCSCKNTDSRCKARQLELNERTCRCDKPRR. The pAffinity is 8.0. (8) The small molecule is Cc1nc(ccc1F)-c1ncccc1-c1ccc2ncc(C(N)=O)n2n1. The target protein (P37173) has sequence MGRGLLRGLWPLHIVLWTRIASTIPPHVQKSVNNDMIVTDNNGAVKFPQLCKFCDVRFSTCDNQKSCMSNCSITSICEKPQEVCVAVWRKNDENITLETVCHDPKLPYHDFILEDAASPKCIMKEKKKPGETFFMCSCSSDECNDNIIFSEEYNTSNPDLLLVIFQVTGISLLPPLGVAISVIIIFYCYRVNRQQKLSSTWETGKTRKLMEFSEHCAIILEDDRSDISSTCANNINHNTELLPIELDTLVGKGRFAEVYKAKLKQNTSEQFETVAVKIFPYEEYASWKTEKDIFSDINLKHENILQFLTAEERKTELGKQYWLITAFHAKGNLQEYLTRHVISWEDLRKLGSSLARGIAHLHSDHTPCGRPKMPIVHRDLKSSNILVKNDLTCCLCDFGLSLRLDPTLSVDDLANSGQVGTARYMAPEVLESRMNLENVESFKQTDVYSMALVLWEMTSRCNAVGEVKDYEPPFGSKVREHPCVESMKDNVLRDRGRPEI.... The pAffinity is 4.8. (9) The compound is CC(C)(O)C(=O)NC1CCN(Cc2ccc(cc2)[C@H]2COc3ccccc3O2)CC1. The target protein (P09960) has sequence MPEIVDTCSLASPASVCRTKHLHLRCSVDFTRRTLTGTAALTVQSQEDNLRSLVLDTKDLTIEKVVINGQEVKYALGERQSYKGSPMEISLPIALSKNQEIVIEISFETSPKSSALQWLTPEQTSGKEHPYLFSQCQAIHCRAILPCQDTPSVKLTYTAEVSVPKELVALMSAIRDGETPDPEDPSRKIYKFIQKVPIPCYLIALVVGALESRQIGPRTLVWSEKEQVEKSAYEFSETESMLKIAEDLGGPYVWGQYDLLVLPPSFPYGGMENPCLTFVTPTLLAGDKSLSNVIAHEISHSWTGNLVTNKTWDHFWLNEGHTVYLERHICGRLFGEKFRHFNALGGWGELQNSVKTFGETHPFTKLVVDLTDIDPDVAYSSVPYEKGFALLFYLEQLLGGPEIFLGFLKAYVEKFSYKSITTDDWKDFLYSYFKDKVDVLNQVDWNAWLYSPGLPPIKPNYDMTLTNACIALSQRWITAKEDDLNSFNATDLKDLSSHQL.... The pAffinity is 9.2.